The task is: Predict the product of the given reaction.. This data is from Forward reaction prediction with 1.9M reactions from USPTO patents (1976-2016). (1) Given the reactants Cl[C:2]1[N:7]=[C:6]([N:8]2[C:12]3[CH:13]=[C:14]([NH2:17])[CH:15]=[CH:16][C:11]=3[N:10]=[CH:9]2)[CH:5]=[N:4][CH:3]=1.[CH2:18]([NH:20][CH2:21][CH3:22])[CH3:19].CCN(C(C)C)C(C)C, predict the reaction product. The product is: [CH2:18]([N:20]([CH2:21][CH3:22])[C:2]1[N:7]=[C:6]([N:8]2[C:12]3[CH:13]=[C:14]([NH2:17])[CH:15]=[CH:16][C:11]=3[N:10]=[CH:9]2)[CH:5]=[N:4][CH:3]=1)[CH3:19]. (2) Given the reactants Br[C:2]1[CH:32]=[CH:31][C:5]2[N:6]=[C:7]([NH:9][C:10]3[CH:15]=[C:14]([CH2:16][N:17]4[CH2:22][CH2:21][CH2:20][CH2:19][CH2:18]4)[N:13]=[C:12]([NH:23][C@H:24]4[CH2:29][CH2:28][C@H:27]([OH:30])[CH2:26][CH2:25]4)[N:11]=3)[S:8][C:4]=2[CH:3]=1.[O:33]1[CH2:37][CH2:36][NH:35][C:34]1=[O:38].C(=O)([O-])[O-].[Cs+].[Cs+].CNCCNC, predict the reaction product. The product is: [OH:30][C@H:27]1[CH2:28][CH2:29][C@H:24]([NH:23][C:12]2[N:11]=[C:10]([NH:9][C:7]3[S:8][C:4]4[CH:3]=[C:2]([N:35]5[CH2:36][CH2:37][O:33][C:34]5=[O:38])[CH:32]=[CH:31][C:5]=4[N:6]=3)[CH:15]=[C:14]([CH2:16][N:17]3[CH2:22][CH2:21][CH2:20][CH2:19][CH2:18]3)[N:13]=2)[CH2:25][CH2:26]1.